From a dataset of NCI-60 drug combinations with 297,098 pairs across 59 cell lines. Regression. Given two drug SMILES strings and cell line genomic features, predict the synergy score measuring deviation from expected non-interaction effect. (1) Drug 1: CC1=C(C=C(C=C1)NC2=NC=CC(=N2)N(C)C3=CC4=NN(C(=C4C=C3)C)C)S(=O)(=O)N.Cl. Drug 2: CCC1(CC2CC(C3=C(CCN(C2)C1)C4=CC=CC=C4N3)(C5=C(C=C6C(=C5)C78CCN9C7C(C=CC9)(C(C(C8N6C=O)(C(=O)OC)O)OC(=O)C)CC)OC)C(=O)OC)O.OS(=O)(=O)O. Cell line: MDA-MB-435. Synergy scores: CSS=63.9, Synergy_ZIP=26.6, Synergy_Bliss=24.6, Synergy_Loewe=-24.3, Synergy_HSA=21.7. (2) Drug 1: COC1=NC(=NC2=C1N=CN2C3C(C(C(O3)CO)O)O)N. Drug 2: C1CNP(=O)(OC1)N(CCCl)CCCl. Cell line: SK-MEL-28. Synergy scores: CSS=-1.07, Synergy_ZIP=1.58, Synergy_Bliss=2.11, Synergy_Loewe=-1.13, Synergy_HSA=-0.980.